This data is from TCR-epitope binding with 47,182 pairs between 192 epitopes and 23,139 TCRs. The task is: Binary Classification. Given a T-cell receptor sequence (or CDR3 region) and an epitope sequence, predict whether binding occurs between them. (1) The epitope is RAKFKQLL. The TCR CDR3 sequence is CANSSVNEQFF. Result: 0 (the TCR does not bind to the epitope). (2) The epitope is TSNQVAVLY. The TCR CDR3 sequence is CASSPGTNYYTDTQYF. Result: 1 (the TCR binds to the epitope). (3) The epitope is PKYVKQNTLKLAT. The TCR CDR3 sequence is CASSLMGGVPYNEQFF. Result: 1 (the TCR binds to the epitope). (4) Result: 0 (the TCR does not bind to the epitope). The TCR CDR3 sequence is CASSLVPGSYNEQFF. The epitope is KLWAQCVQL. (5) The epitope is AYILFTRFFYV. The TCR CDR3 sequence is CASSLAAGPGNTIYF. Result: 1 (the TCR binds to the epitope). (6) The epitope is ILHCANFNV. The TCR CDR3 sequence is CASSSWTSGRAGELFF. Result: 1 (the TCR binds to the epitope). (7) The epitope is LLQTGIHVRVSQPSL. The TCR CDR3 sequence is CASSLGVETGNAFF. Result: 1 (the TCR binds to the epitope).